From a dataset of Catalyst prediction with 721,799 reactions and 888 catalyst types from USPTO. Predict which catalyst facilitates the given reaction. (1) Reactant: N.CO.[Br:4][C:5]1[CH:6]=[C:7]2[C:11](=[C:12]([C:14](O)=[O:15])[CH:13]=1)[NH:10][CH:9]=[C:8]2[CH2:17][CH:18]1[CH2:23][CH2:22][CH2:21][S:20](=[O:25])(=[O:24])[CH2:19]1.C[N:27](C(ON1N=NC2C=CC=CC1=2)=[N+](C)C)C.[B-](F)(F)(F)F. Product: [Br:4][C:5]1[CH:6]=[C:7]2[C:11](=[C:12]([C:14]([NH2:27])=[O:15])[CH:13]=1)[NH:10][CH:9]=[C:8]2[CH2:17][CH:18]1[CH2:23][CH2:22][CH2:21][S:20](=[O:25])(=[O:24])[CH2:19]1. The catalyst class is: 2. (2) Reactant: [CH2:1]([O:3][C:4](=[O:24])[C:5]([O:9][C:10]1[CH:15]=[CH:14][C:13]([O:16]CC2C=CC=CC=2)=[CH:12][CH:11]=1)([CH3:8])[CH2:6][CH3:7])[CH3:2]. Product: [CH3:8][C:5]([O:9][C:10]1[CH:11]=[CH:12][C:13]([OH:16])=[CH:14][CH:15]=1)([CH2:6][CH3:7])[C:4]([O:3][CH2:1][CH3:2])=[O:24]. The catalyst class is: 78. (3) Reactant: [Br:1][CH:2]([CH2:6][CH2:7][Br:8])[C:3](Cl)=[O:4].[CH3:9][NH2:10]. Product: [Br:1][CH:2]([CH2:6][CH2:7][Br:8])[C:3]([NH:10][CH3:9])=[O:4]. The catalyst class is: 34. (4) Reactant: [H-].[Na+].[CH2:3]([OH:7])[C:4]#[C:5][CH3:6].Cl[C:9]1[CH:14]=[C:13]([CH:15]([C:17]2[CH:22]=[CH:21][CH:20]=[CH:19][C:18]=2[F:23])[CH3:16])[N:12]=[CH:11][N:10]=1.[Cl-].[NH4+]. Product: [CH2:3]([O:7][C:9]1[CH:14]=[C:13]([CH:15]([C:17]2[CH:22]=[CH:21][CH:20]=[CH:19][C:18]=2[F:23])[CH3:16])[N:12]=[CH:11][N:10]=1)[C:4]#[C:5][CH3:6]. The catalyst class is: 7. (5) Reactant: CS(O[CH2:6][CH2:7]/[CH:8]=[CH:9]/[CH2:10][C:11]([NH:13][C:14]1[CH:19]=[CH:18][CH:17]=[CH:16][C:15]=1[NH:20][C:21]([O:23][C:24]([CH3:27])([CH3:26])[CH3:25])=[O:22])=[O:12])(=O)=O.[O:28]=[C:29]1[C:37]2[C:32](=[CH:33][CH:34]=[CH:35][CH:36]=2)[C:31](=[O:38])[N-:30]1.[K+].O. Product: [C:24]([O:23][C:21](=[O:22])[NH:20][C:15]1[CH:16]=[CH:17][CH:18]=[CH:19][C:14]=1[NH:13][C:11](=[O:12])/[CH:10]=[CH:9]/[CH2:8][CH2:7][CH2:6][N:30]1[C:31](=[O:38])[C:32]2[C:37](=[CH:36][CH:35]=[CH:34][CH:33]=2)[C:29]1=[O:28])([CH3:27])([CH3:26])[CH3:25]. The catalyst class is: 3. (6) Reactant: FC(F)(F)S(O[C:7]1[C:16]2[C:11](=[N:12][CH:13]=[CH:14][CH:15]=2)[N:10]([O:17][CH2:18][C:19]2[CH:24]=[CH:23][CH:22]=[CH:21][CH:20]=2)[C:9](=[O:25])[CH:8]=1)(=O)=O.CC1(C)C(C)(C)OB([C:36]2[CH:37]=[N:38][N:39](C(OC(C)(C)C)=O)[CH:40]=2)O1.C(=O)([O-])[O-].[Na+].[Na+]. Product: [CH2:18]([O:17][N:10]1[C:11]2[C:16](=[CH:15][CH:14]=[CH:13][N:12]=2)[C:7]([C:36]2[CH:37]=[N:38][NH:39][CH:40]=2)=[CH:8][C:9]1=[O:25])[C:19]1[CH:24]=[CH:23][CH:22]=[CH:21][CH:20]=1. The catalyst class is: 104. (7) Reactant: [Cl:1][C:2]1[CH:7]=[CH:6][C:5]([C:8]2[N:16]=[C:15]3[C:11]([N:12]([CH3:17])[CH:13]=[N:14]3)=[C:10](OC)[N:9]=2)=[C:4]([F:20])[C:3]=1[O:21][CH3:22].Cl.[OH-].[Na+].CN(C=O)C.S(Cl)([Cl:33])=O. Product: [Cl:33][C:10]1[N:9]=[C:8]([C:5]2[CH:6]=[CH:7][C:2]([Cl:1])=[C:3]([O:21][CH3:22])[C:4]=2[F:20])[N:16]=[C:15]2[C:11]=1[N:12]([CH3:17])[CH:13]=[N:14]2. The catalyst class is: 69. (8) Reactant: C([Li])CCC.[I-].C1([P+](C2C=CC=CC=2)(C2C=CC=CC=2)[CH2:14][CH2:15][C:16]([F:19])([F:18])[F:17])C=CC=CC=1.[CH2:32]([O:34][C:35]([CH:37]1[CH2:42][CH2:41][C:40](=O)[CH2:39][CH2:38]1)=[O:36])[CH3:33].[Cl-].[NH4+]. Product: [F:17][C:16]([F:19])([F:18])[CH2:15][CH:14]=[C:40]1[CH2:41][CH2:42][CH:37]([C:35]([O:34][CH2:32][CH3:33])=[O:36])[CH2:38][CH2:39]1. The catalyst class is: 1. (9) The catalyst class is: 8. Product: [CH3:7][C:6]([N+:3]([O-:5])=[O:4])([CH3:8])[CH2:11][CH2:10][C:9]([O:13][CH3:14])=[O:12]. Reactant: [F-].[K+].[N+:3]([CH:6]([CH3:8])[CH3:7])([O-:5])=[O:4].[C:9]([O:13][CH3:14])(=[O:12])[CH:10]=[CH2:11].